The task is: Predict the reaction yield, written as a fraction of the theoretical maximum amount of product (1.0 means a 100% yield; for example, 0.34 means a 34% yield).. This data is from Reaction yield outcomes from USPTO patents with 853,638 reactions. (1) The reactants are Br[C:2]1[S:6][C:5]([CH2:7][O:8][C:9]2[C:10]([F:19])=[C:11]([C:15]([F:18])=[CH:16][CH:17]=2)[C:12]([NH2:14])=[O:13])=[N:4][C:3]=1[C:20]1[CH:25]=[CH:24][CH:23]=[C:22]([O:26][CH3:27])[CH:21]=1.O.[OH-].[Na+]. The catalyst is C(O)(=O)C.[Zn]. The product is [F:19][C:10]1[C:9]([O:8][CH2:7][C:5]2[S:6][CH:2]=[C:3]([C:20]3[CH:25]=[CH:24][CH:23]=[C:22]([O:26][CH3:27])[CH:21]=3)[N:4]=2)=[CH:17][CH:16]=[C:15]([F:18])[C:11]=1[C:12]([NH2:14])=[O:13]. The yield is 0.530. (2) The reactants are [CH2:1]([C:5]1[N:6]=[C:7]([CH3:27])[NH:8][C:9](=[O:26])[C:10]=1[CH2:11][C:12]1[CH:17]=[CH:16][C:15]([C:18]2[C:19]([C:24]#[N:25])=[CH:20][CH:21]=[CH:22][CH:23]=2)=[CH:14][CH:13]=1)[CH2:2][CH2:3][CH3:4].C(=O)([O-])[O-].[K+].[K+].Br.Br[CH2:36][C:37]1[CH:42]=[CH:41][CH:40]=[CH:39][N:38]=1.CN(C)C=O. The catalyst is C(OCC)(=O)C. The product is [CH2:1]([C:5]1[N:6]=[C:7]([CH3:27])[N:8]([CH2:36][C:37]2[CH:42]=[CH:41][CH:40]=[CH:39][N:38]=2)[C:9](=[O:26])[C:10]=1[CH2:11][C:12]1[CH:17]=[CH:16][C:15]([C:18]2[C:19]([C:24]#[N:25])=[CH:20][CH:21]=[CH:22][CH:23]=2)=[CH:14][CH:13]=1)[CH2:2][CH2:3][CH3:4]. The yield is 0.690. (3) The reactants are [CH3:1][NH:2][C:3]1[CH:8]=[CH:7][CH:6]=[CH:5][CH:4]=1.[Cl:9][C:10]1[CH:11]=[C:12]([CH2:18][CH2:19][C:20]2([CH:30]3[CH2:34][CH2:33][CH2:32][CH2:31]3)[O:25][C:24](=[O:26])C(=[N+]=[N-])[C:22](=[O:29])[CH2:21]2)[CH:13]=[CH:14][C:15]=1[O:16][CH3:17].[C:35]1(C)C=CC=CC=1. The catalyst is C([O-])(=O)C.[Rh+2].C([O-])(=O)C. The product is [Cl:9][C:10]1[CH:11]=[C:12]([CH2:18][CH2:19][C:20]2([CH:30]3[CH2:31][CH2:32][CH2:33][CH2:34]3)[O:25][C:24](=[O:26])[C:1]([N:2]([CH3:35])[C:3]3[CH:8]=[CH:7][CH:6]=[CH:5][CH:4]=3)=[C:22]([OH:29])[CH2:21]2)[CH:13]=[CH:14][C:15]=1[O:16][CH3:17]. The yield is 0.290.